Dataset: Reaction yield outcomes from USPTO patents with 853,638 reactions. Task: Predict the reaction yield, written as a fraction of the theoretical maximum amount of product (1.0 means a 100% yield; for example, 0.34 means a 34% yield). (1) The reactants are C([O:3][C:4]([C:6]1[C:10]([C:11]2[CH:16]=[CH:15][C:14]([F:17])=[CH:13][CH:12]=2)=[CH:9][N:8]([CH2:18][CH2:19][N:20]([CH3:22])[CH3:21])[N:7]=1)=[O:5])C.[OH-].[Na+].CO. The catalyst is CO.O. The product is [CH3:21][N:20]([CH3:22])[CH2:19][CH2:18][N:8]1[CH:9]=[C:10]([C:11]2[CH:16]=[CH:15][C:14]([F:17])=[CH:13][CH:12]=2)[C:6]([C:4]([OH:5])=[O:3])=[N:7]1. The yield is 0.630. (2) The yield is 0.830. The catalyst is OS(O)(=O)=O. The reactants are [CH:1]([C:4]1[CH:10]=[CH:9][CH:8]=[CH:7][C:5]=1[NH2:6])([CH3:3])[CH3:2].[N+:11]([O-])([O-:13])=[O:12].[K+].[OH-].[Na+]. The product is [CH:1]([C:4]1[CH:10]=[CH:9][C:8]([N+:11]([O-:13])=[O:12])=[CH:7][C:5]=1[NH2:6])([CH3:3])[CH3:2]. (3) The reactants are Cl[C:2]1[N:3]=[C:4]2[S:11][C:10]([C:12]3[CH:17]=[CH:16][CH:15]=[C:14]([N+:18]([O-:20])=[O:19])[CH:13]=3)=[N:9][N:5]2[C:6](=[O:8])[CH:7]=1.[N:21]1([C:27]([O:29][C:30]([CH3:33])([CH3:32])[CH3:31])=[O:28])[CH2:26][CH2:25][NH:24][CH2:23][CH2:22]1.CCN(C(C)C)C(C)C. The catalyst is CC#N. The product is [N+:18]([C:14]1[CH:13]=[C:12]([C:10]2[S:11][C:4]3=[N:3][C:2]([N:24]4[CH2:23][CH2:22][N:21]([C:27]([O:29][C:30]([CH3:33])([CH3:32])[CH3:31])=[O:28])[CH2:26][CH2:25]4)=[CH:7][C:6](=[O:8])[N:5]3[N:9]=2)[CH:17]=[CH:16][CH:15]=1)([O-:20])=[O:19]. The yield is 0.970. (4) The reactants are Cl[C:2]1[N:7]=[CH:6][N:5]=[C:4]([OH:8])[CH:3]=1.[NH2:9][C:10]1[CH:15]=[CH:14][CH:13]=[CH:12][CH:11]=1.C(N(CC)C(C)C)(C)C.C(OCC)C. The catalyst is COCCOCCOC. The product is [C:10]1([NH:9][C:2]2[N:7]=[CH:6][N:5]=[C:4]([OH:8])[CH:3]=2)[CH:15]=[CH:14][CH:13]=[CH:12][CH:11]=1. The yield is 0.355. (5) The reactants are [Cl:1][C:2]1[CH:3]=[C:4]2[C:8](=[CH:9][CH:10]=1)[NH:7][C:6](=[O:11])[CH2:5]2.[Li]CCCC.CCCCCC.[CH3:23][N:24]([CH3:35])[C:25]1[CH:26]=[C:27]2[C:32](=[CH:33][CH:34]=1)[C:30](=O)[O:29][CH2:28]2.Cl.[OH-].[Na+]. The catalyst is COCCOC. The product is [Cl:1][C:2]1[CH:3]=[C:4]2[C:8](=[CH:9][CH:10]=1)[NH:7][C:6](=[O:11])[C:5]2=[C:30]1[C:32]2[C:27](=[CH:26][C:25]([N:24]([CH3:35])[CH3:23])=[CH:34][CH:33]=2)[CH2:28][O:29]1. The yield is 0.490.